This data is from Forward reaction prediction with 1.9M reactions from USPTO patents (1976-2016). The task is: Predict the product of the given reaction. (1) Given the reactants [CH2:1]([O:3][C:4](=[O:13])[CH2:5][C:6]1[CH:11]=[CH:10][C:9]([NH2:12])=[CH:8][N:7]=1)[CH3:2].N1C=CC=CC=1.Cl[C:21]([O:23][CH2:24][C:25]1[CH:30]=[CH:29][CH:28]=[CH:27][CH:26]=1)=[O:22].O, predict the reaction product. The product is: [CH2:1]([O:3][C:4](=[O:13])[CH2:5][C:6]1[CH:11]=[CH:10][C:9]([NH:12][C:21]([O:23][CH2:24][C:25]2[CH:30]=[CH:29][CH:28]=[CH:27][CH:26]=2)=[O:22])=[CH:8][N:7]=1)[CH3:2]. (2) Given the reactants Br[C:2]1[CH:3]=[C:4]2[N:13]([CH3:14])[CH:12]=[CH:11][C:5]2=[N:6][C:7]=1[C@@H:8]([NH2:10])[CH3:9].[N:15]1([C:22]([O:24][C:25]([CH3:28])([CH3:27])[CH3:26])=[O:23])[CH2:21][CH2:20][CH2:19][NH:18][CH2:17][CH2:16]1.CC([O-])(C)C.[K+].C([O-])(O)=O.[Na+], predict the reaction product. The product is: [NH2:10][C@H:8]([C:7]1[N:6]=[C:5]2[CH:11]=[CH:12][N:13]([CH3:14])[C:4]2=[CH:3][C:2]=1[N:18]1[CH2:19][CH2:20][CH2:21][N:15]([C:22]([O:24][C:25]([CH3:28])([CH3:27])[CH3:26])=[O:23])[CH2:16][CH2:17]1)[CH3:9].